This data is from Full USPTO retrosynthesis dataset with 1.9M reactions from patents (1976-2016). The task is: Predict the reactants needed to synthesize the given product. (1) Given the product [C:1]([O:5][C:6]([N:8]1[CH:13]([CH2:14][C:15]2[CH:19]=[CH:18][N:17]([CH2:49][CH3:50])[N:16]=2)[CH2:12][CH:11]([N:20]([CH2:25][C:26]2[CH:31]=[C:30]([C:32]([F:35])([F:34])[F:33])[CH:29]=[C:28]([C:36]([F:38])([F:37])[F:39])[CH:27]=2)[C:21]([O:23][CH3:24])=[O:22])[CH2:10][CH:9]1[CH2:40][CH3:41])=[O:7])([CH3:4])([CH3:3])[CH3:2], predict the reactants needed to synthesize it. The reactants are: [C:1]([O:5][C:6]([N:8]1[CH:13]([CH2:14][C:15]2[CH:19]=[CH:18][NH:17][N:16]=2)[CH2:12][CH:11]([N:20]([CH2:25][C:26]2[CH:31]=[C:30]([C:32]([F:35])([F:34])[F:33])[CH:29]=[C:28]([C:36]([F:39])([F:38])[F:37])[CH:27]=2)[C:21]([O:23][CH3:24])=[O:22])[CH2:10][CH:9]1[CH2:40][CH3:41])=[O:7])([CH3:4])([CH3:3])[CH3:2].C(=O)([O-])[O-].[K+].[K+].I[CH2:49][CH3:50].O. (2) Given the product [F:21][C:18]([F:19])([F:20])[CH2:17][O:16][C:5]1[CH:6]=[CH:7][C:8]([O:10][CH2:11][C:12]([F:13])([F:14])[F:15])=[CH:9][C:4]=1[C:2](=[O:3])[CH:1]=[CH:25][C:24]1[CH:27]=[CH:28][C:29]([C:32]([F:35])([F:34])[F:33])=[C:30]([F:31])[C:23]=1[F:22], predict the reactants needed to synthesize it. The reactants are: [CH3:1][C:2]([C:4]1[CH:9]=[C:8]([O:10][CH2:11][C:12]([F:15])([F:14])[F:13])[CH:7]=[CH:6][C:5]=1[O:16][CH2:17][C:18]([F:21])([F:20])[F:19])=[O:3].[F:22][C:23]1[C:30]([F:31])=[C:29]([C:32]([F:35])([F:34])[F:33])[CH:28]=[CH:27][C:24]=1[CH:25]=O. (3) Given the product [C:1]([C:3]1[CH:4]=[CH:5][C:6]([N:9]2[C:13]([C:14]3[CH:15]=[C:16]([C:32]([OH:34])=[O:33])[C:17](=[O:31])[N:18]([C:21]4[CH:26]=[CH:25][CH:24]=[C:23]([C:27]([F:30])([F:28])[F:29])[CH:22]=4)[C:19]=3[CH3:20])=[CH:12][CH:11]=[N:10]2)=[CH:7][CH:8]=1)#[N:2], predict the reactants needed to synthesize it. The reactants are: [C:1]([C:3]1[CH:8]=[CH:7][C:6]([N:9]2[C:13]([C:14]3[CH:15]=[C:16]([C:32]([O:34]CC)=[O:33])[C:17](=[O:31])[N:18]([C:21]4[CH:26]=[CH:25][CH:24]=[C:23]([C:27]([F:30])([F:29])[F:28])[CH:22]=4)[C:19]=3[CH3:20])=[CH:12][CH:11]=[N:10]2)=[CH:5][CH:4]=1)#[N:2].[Li+].[OH-]. (4) Given the product [CH3:1][N:2]([CH2:3][C:4]1[N:13]([CH2:14][CH2:15][C:16]2[N:20]([CH3:21])[CH:19]=[N:18][CH:17]=2)[C:8]2[CH:9]=[CH:10][CH:11]=[CH:12][C:7]=2[N:6]=1)[CH:22]1[C:31]2[N:30]=[CH:29][CH:28]=[CH:27][C:26]=2[CH2:25][CH2:24][CH2:23]1, predict the reactants needed to synthesize it. The reactants are: [CH3:1][N:2]([CH:22]1[C:31]2[N:30]=[CH:29][CH:28]=[CH:27][C:26]=2[CH2:25][CH2:24][CH2:23]1)[CH2:3][C:4]([NH:6][C:7]1[CH:12]=[CH:11][CH:10]=[CH:9][C:8]=1[NH:13][CH2:14][CH2:15][C:16]1[N:20]([CH3:21])[CH:19]=[N:18][CH:17]=1)=O.CC(C)(CN1C2C=CC=CC=2N=C1CNC(OCC1C=CC=CC=1)=O)CNC(=O)OC(C)(C)C. (5) Given the product [CH2:25]([N:32]1[CH2:41][CH2:40][C:39]2[C:34](=[N:35][C:36]([N:14]3[CH2:13][CH2:12][CH:11]([C:9]([C:7]4[CH:8]=[C:3]([Cl:2])[CH:4]=[CH:5][C:6]=4[F:17])=[O:10])[CH2:16][CH2:15]3)=[C:37]([NH:42][CH:43]([CH3:45])[CH3:44])[N:38]=2)[CH2:33]1)[C:26]1[CH:27]=[CH:28][CH:29]=[CH:30][CH:31]=1.[C:19]([OH:20])([C:21]([F:24])([F:23])[F:22])=[O:18], predict the reactants needed to synthesize it. The reactants are: Cl.[Cl:2][C:3]1[CH:4]=[CH:5][C:6]([F:17])=[C:7]([C:9]([CH:11]2[CH2:16][CH2:15][NH:14][CH2:13][CH2:12]2)=[O:10])[CH:8]=1.[OH:18][C:19]([C:21]([F:24])([F:23])[F:22])=[O:20].[CH2:25]([N:32]1[CH2:41][CH2:40][C:39]2[C:34](=[N:35][C:36](Cl)=[C:37]([NH:42][CH:43]([CH3:45])[CH3:44])[N:38]=2)[CH2:33]1)[C:26]1[CH:31]=[CH:30][CH:29]=[CH:28][CH:27]=1.CC(C)([O-])C.[Na+]. (6) Given the product [OH:8][C:9]1[CH:14]=[CH:13][C:12]([C:15]([N:17]2[CH2:18][CH2:19][O:20][CH2:21][CH2:22]2)=[O:16])=[C:11]([O:23][CH3:24])[CH:10]=1, predict the reactants needed to synthesize it. The reactants are: C([O:8][C:9]1[CH:14]=[CH:13][C:12]([C:15]([N:17]2[CH2:22][CH2:21][O:20][CH2:19][CH2:18]2)=[O:16])=[C:11]([O:23][CH3:24])[CH:10]=1)C1C=CC=CC=1.C([O-])=O.[NH4+].